This data is from NCI-60 drug combinations with 297,098 pairs across 59 cell lines. The task is: Regression. Given two drug SMILES strings and cell line genomic features, predict the synergy score measuring deviation from expected non-interaction effect. (1) Drug 1: CC1=CC2C(CCC3(C2CCC3(C(=O)C)OC(=O)C)C)C4(C1=CC(=O)CC4)C. Drug 2: N.N.Cl[Pt+2]Cl. Synergy scores: CSS=-1.02, Synergy_ZIP=2.64, Synergy_Bliss=3.62, Synergy_Loewe=-0.586, Synergy_HSA=-0.0517. Cell line: HL-60(TB). (2) Drug 1: C1CCN(CC1)CCOC2=CC=C(C=C2)C(=O)C3=C(SC4=C3C=CC(=C4)O)C5=CC=C(C=C5)O. Drug 2: C1C(C(OC1N2C=NC(=NC2=O)N)CO)O. Cell line: NCI/ADR-RES. Synergy scores: CSS=10.3, Synergy_ZIP=-0.0480, Synergy_Bliss=1.32, Synergy_Loewe=-5.86, Synergy_HSA=-1.84.